Dataset: Catalyst prediction with 721,799 reactions and 888 catalyst types from USPTO. Task: Predict which catalyst facilitates the given reaction. (1) Reactant: FC(F)(F)C(O)=O.[CH2:8]([O:15][C:16](=[O:32])[CH2:17][C@@H:18]([NH2:31])[C:19]([NH:21][C@H:22]([C:27](=[O:30])[NH:28][CH3:29])[C:23]([CH3:26])([CH3:25])[CH3:24])=[O:20])[C:9]1[CH:14]=[CH:13][CH:12]=[CH:11][CH:10]=1.CO[CH:35]1[CH:39]([C:40]2[CH:45]=[CH:44][N:43]=[CH:42][CH:41]=2)[CH2:38][CH:37](OC)O1.N1C=CC=CC=1.Cl[Si](C)(C)C. Product: [CH2:8]([O:15][C:16](=[O:32])[CH2:17][C@@H:18]([N:31]1[CH:37]=[CH:38][C:39]([C:40]2[CH:45]=[CH:44][N:43]=[CH:42][CH:41]=2)=[CH:35]1)[C:19]([NH:21][C@H:22]([C:27](=[O:30])[NH:28][CH3:29])[C:23]([CH3:25])([CH3:26])[CH3:24])=[O:20])[C:9]1[CH:10]=[CH:11][CH:12]=[CH:13][CH:14]=1. The catalyst class is: 26. (2) Reactant: [CH3:1][O:2][C:3]1[CH:4]=[C:5]2[C:10](=[CH:11][C:12]=1[O:13][CH3:14])[N:9]=[CH:8][CH:7]=[C:6]2[O:15][C:16]1[CH:22]=[CH:21][C:19]([NH2:20])=[CH:18][CH:17]=1.C(N(CC)CC)C.ClC(Cl)(O[C:34](=[O:40])OC(Cl)(Cl)Cl)Cl.[CH3:42][C:43]1[CH:48]=[CH:47][C:46]([C@H:49]([NH2:51])[CH3:50])=[CH:45][CH:44]=1. Product: [CH3:1][O:2][C:3]1[CH:4]=[C:5]2[C:10](=[CH:11][C:12]=1[O:13][CH3:14])[N:9]=[CH:8][CH:7]=[C:6]2[O:15][C:16]1[CH:22]=[CH:21][C:19]([NH:20][C:34]([NH:51][C@@H:49]([C:46]2[CH:47]=[CH:48][C:43]([CH3:42])=[CH:44][CH:45]=2)[CH3:50])=[O:40])=[CH:18][CH:17]=1. The catalyst class is: 22. (3) Product: [Cl:1][C:2]1[N:7]=[C:6]([NH:8][C:9]2[S:10][C:11]([C:14]#[N:15])=[CH:12][N:13]=2)[CH:5]=[C:4]([CH2:16][Cl:25])[CH:3]=1. The catalyst class is: 2. Reactant: [Cl:1][C:2]1[N:7]=[C:6]([NH:8][C:9]2[S:10][C:11]([C:14]#[N:15])=[CH:12][N:13]=2)[CH:5]=[C:4]([CH2:16]O)[CH:3]=1.CN(C)C=O.P(Cl)(Cl)([Cl:25])=O. (4) Product: [CH:1]1([C:4]2[CH:8]=[C:7]([NH:9][C:10]([NH:43][C:42]3[CH:44]=[CH:45][CH:46]=[C:40]([S:39][C:30]4[C:29]5[C:34](=[CH:35][C:36]([O:37][CH3:38])=[C:27]([O:26][CH3:25])[CH:28]=5)[N:33]=[CH:32][N:31]=4)[CH:41]=3)=[O:18])[N:6]([C:19]3[CH:20]=[CH:21][CH:22]=[CH:23][CH:24]=3)[N:5]=2)[CH2:2][CH2:3]1. Reactant: [CH:1]1([C:4]2[CH:8]=[C:7]([NH:9][C:10](=[O:18])OC3C=CC=CC=3)[N:6]([C:19]3[CH:24]=[CH:23][CH:22]=[CH:21][CH:20]=3)[N:5]=2)[CH2:3][CH2:2]1.[CH3:25][O:26][C:27]1[CH:28]=[C:29]2[C:34](=[CH:35][C:36]=1[O:37][CH3:38])[N:33]=[CH:32][N:31]=[C:30]2[S:39][C:40]1[CH:41]=[C:42]([CH:44]=[CH:45][CH:46]=1)[NH2:43].O. The catalyst class is: 16. (5) Product: [CH3:1][C:2]1[N:7]=[C:6]([C:8]([NH:10][C:11]23[CH2:18][C:15]([C:19]([OH:21])=[O:20])([CH2:16][CH2:17]2)[CH2:14][CH2:13][CH2:12]3)=[O:9])[CH:5]=[N:4][CH:3]=1. The catalyst class is: 24. Reactant: [CH3:1][C:2]1[N:7]=[C:6]([C:8]([NH:10][C:11]23[CH2:18][C:15]([C:19]([O:21]C)=[O:20])([CH2:16][CH2:17]2)[CH2:14][CH2:13][CH2:12]3)=[O:9])[CH:5]=[N:4][CH:3]=1.[Li+].[OH-]. (6) The catalyst class is: 28. Reactant: [CH3:1][O:2][C:3]1[CH:12]=[C:11]([CH3:13])[C:10]2[NH:9][C:8](=[O:14])[C:7]3[S:15][CH:16]=[CH:17][C:6]=3[C:5]=2[C:4]=1[C:18]1[CH:23]=[CH:22][C:21]([CH:24]([CH:34]([CH3:36])[CH3:35])[CH2:25][NH:26]C(=O)OC(C)(C)C)=[CH:20][CH:19]=1.[ClH:37]. Product: [ClH:37].[NH2:26][CH2:25][CH:24]([C:21]1[CH:20]=[CH:19][C:18]([C:4]2[C:5]3[C:6]4[CH:17]=[CH:16][S:15][C:7]=4[C:8](=[O:14])[NH:9][C:10]=3[C:11]([CH3:13])=[CH:12][C:3]=2[O:2][CH3:1])=[CH:23][CH:22]=1)[CH:34]([CH3:35])[CH3:36]. (7) Reactant: [Cl:1][C:2]1[CH:7]=[CH:6][C:5]([N:8]=[CH:9][C:10]2[CH:15]=[CH:14][CH:13]=[C:12]([N+:16]([O-:18])=[O:17])[CH:11]=2)=[CH:4][CH:3]=1.O.[O-]S(C(F)(F)F)(=O)=O.[Yb+3].[O-]S(C(F)(F)F)(=O)=O.[O-]S(C(F)(F)F)(=O)=O.[CH:45](=[O:49])[CH:46]([CH3:48])[CH3:47].O. Product: [Cl:1][C:2]1[CH:3]=[C:4]2[C:5](=[CH:6][CH:7]=1)[NH:8][CH:9]([C:10]1[CH:15]=[CH:14][CH:13]=[C:12]([N+:16]([O-:18])=[O:17])[CH:11]=1)[C:46]([CH3:48])([CH3:47])[CH:45]2[OH:49]. The catalyst class is: 7. (8) Reactant: [Br:1][C:2]1[C:3]2[N:4]([C:16](=[O:19])[NH:17][N:18]=2)[CH:5]=[CH:6][C:7]=1[C:8]1[CH:15]=[CH:14][C:11]([C:12]#[N:13])=[CH:10][CH:9]=1.Cl[CH2:21][C:22]1[C:23]([CH3:32])=[N:24][C:25]([C:28]([F:31])([F:30])[F:29])=[CH:26][CH:27]=1.C(=O)([O-])[O-].[K+].[K+]. Product: [Br:1][C:2]1[C:3]2[N:4]([C:16](=[O:19])[N:17]([CH2:21][C:22]3[C:23]([CH3:32])=[N:24][C:25]([C:28]([F:31])([F:29])[F:30])=[CH:26][CH:27]=3)[N:18]=2)[CH:5]=[CH:6][C:7]=1[C:8]1[CH:15]=[CH:14][C:11]([C:12]#[N:13])=[CH:10][CH:9]=1. The catalyst class is: 3. (9) Reactant: [CH3:1][O:2][C:3]1[CH:8]=[C:7]([O:9][CH3:10])[CH:6]=[CH:5][C:4]=1[C:11]([C:16]1[CH:21]=[CH:20][C:19]([O:22][CH3:23])=[CH:18][C:17]=1[O:24][CH3:25])([O:14][CH3:15])[O:12][CH3:13].C(O)CO. Product: [CH3:25][O:24][C:17]1[CH:18]=[C:19]([O:22][CH3:23])[CH:20]=[CH:21][C:16]=1[C:11]1([C:4]2[CH:5]=[CH:6][C:7]([O:9][CH3:10])=[CH:8][C:3]=2[O:2][CH3:1])[O:14][CH2:15][CH2:13][O:12]1. The catalyst class is: 7.